This data is from Reaction yield outcomes from USPTO patents with 853,638 reactions. The task is: Predict the reaction yield, written as a fraction of the theoretical maximum amount of product (1.0 means a 100% yield; for example, 0.34 means a 34% yield). (1) The reactants are Br[C:2]1[CH:3]=[C:4]2[C:9](=[CH:10][CH:11]=1)[O:8][C:7]([C:12]1[N:13]=[C:14]3[CH:19]=[C:18]([CH3:20])[CH:17]=[CH:16][N:15]3[CH:21]=1)=[CH:6][C:5]2=[O:22].[C:23]([N:30]1[CH2:35][CH2:34][NH:33][CH2:32][CH2:31]1)([O:25][C:26]([CH3:29])([CH3:28])[CH3:27])=[O:24].COC1C=CC=C(OC)C=1C1C=CC=CC=1P(C1CCCCC1)C1CCCCC1.C([O-])([O-])=O.[Cs+].[Cs+]. The catalyst is C1(C)C=CC=CC=1.C1C=CC(/C=C/C(/C=C/C2C=CC=CC=2)=O)=CC=1.C1C=CC(/C=C/C(/C=C/C2C=CC=CC=2)=O)=CC=1.[Pd]. The product is [CH3:20][C:18]1[CH:17]=[CH:16][N:15]2[CH:21]=[C:12]([C:7]3[O:8][C:9]4[C:4]([C:5](=[O:22])[CH:6]=3)=[CH:3][C:2]([N:33]3[CH2:32][CH2:31][N:30]([C:23]([O:25][C:26]([CH3:29])([CH3:28])[CH3:27])=[O:24])[CH2:35][CH2:34]3)=[CH:11][CH:10]=4)[N:13]=[C:14]2[CH:19]=1. The yield is 0.770. (2) The reactants are C(Cl)(=O)C(Cl)=O.[NH:7]1[C:15]2[C:10](=[CH:11][C:12]([C:16]([OH:18])=O)=[CH:13][CH:14]=2)[CH:9]=[CH:8]1.Cl.[CH3:20][O:21][C:22]1[CH:23]=[CH:24][C:25]2[CH2:26][C@H:27]3[NH:38][CH2:37][CH2:36][C@@:33]4([C:34]=2[CH:35]=1)[C@H:28]3[CH2:29][CH2:30][CH2:31][CH2:32]4.C(N(CC)CC)C. The catalyst is C1COCC1. The product is [CH3:20][O:21][C:22]1[CH:23]=[CH:24][C:25]2[CH2:26][C@H:27]3[N:38]([C:16]([C:12]4[CH:11]=[C:10]5[C:15](=[CH:14][CH:13]=4)[NH:7][CH:8]=[CH:9]5)=[O:18])[CH2:37][CH2:36][C@@:33]4([C:34]=2[CH:35]=1)[C@H:28]3[CH2:29][CH2:30][CH2:31][CH2:32]4. The yield is 0.280. (3) The reactants are [Cl:1][C:2]1[C:3]([F:14])=[C:4]([CH:7]=[C:8]([C:10]([F:13])([F:12])[F:11])[CH:9]=1)[CH:5]=[O:6].S([O-])(O[O-])(=O)=[O:16].[K+].[K+].[OH-].[Na+].Cl.C[N:27]([CH:29]=O)C. The catalyst is C(Cl)Cl. The product is [CH:29]1([NH2+:27][CH:2]2[CH2:9][CH2:8][CH2:7][CH2:4][CH2:3]2)[CH2:4][CH2:3][CH2:2][CH2:9][CH2:8]1.[Cl:1][C:2]1[C:3]([F:14])=[C:4]([CH:7]=[C:8]([C:10]([F:12])([F:13])[F:11])[CH:9]=1)[C:5]([O-:16])=[O:6]. The yield is 0.867. (4) The reactants are [C:1]([C:4]1[CH:5]=[CH:6][C:7]([O:13][CH2:14][C:15]2[CH:20]=[CH:19][CH:18]=[CH:17][CH:16]=2)=[C:8]([CH:12]=1)[C:9]([OH:11])=O)(=[O:3])[CH3:2].[F:21][C:22]([F:35])([F:34])[C:23]1[CH:24]=[C:25]([CH:27]=[C:28]([C:30]([F:33])([F:32])[F:31])[CH:29]=1)[NH2:26]. No catalyst specified. The product is [C:1]([C:4]1[CH:5]=[CH:6][C:7]([O:13][CH2:14][C:15]2[CH:20]=[CH:19][CH:18]=[CH:17][CH:16]=2)=[C:8]([CH:12]=1)[C:9]([NH:26][C:25]1[CH:27]=[C:28]([C:30]([F:31])([F:32])[F:33])[CH:29]=[C:23]([C:22]([F:21])([F:34])[F:35])[CH:24]=1)=[O:11])(=[O:3])[CH3:2]. The yield is 0.631.